The task is: Regression. Given a target protein amino acid sequence and a drug SMILES string, predict the binding affinity score between them. We predict pIC50 (pIC50 = -log10(IC50 in M); higher means more potent). Dataset: bindingdb_ic50.. This data is from Drug-target binding data from BindingDB using IC50 measurements. (1) The drug is CC(C)c1ccc(NC(=O)c2cc(I)cc(I)c2O)cc1. The target protein sequence is MRIGAMLIPFIILGNAIIAYGYVRGCYYTNWAQYRQGEGKFLPEDIPKGLCTHILYAFAKVDQSGTSLPFEWNDEDTNWSKGMYSRVTKLKENDPEMKILLSYGGYNFGSSTFTAIRNRAEKRKHFIKSAIAFLRKNKFDGFDFDWEYPIGMAQEYAKLVNEMKVAFVEEAKKSDSEQLLLTAAVSAGKHTIDQSYNVQSLGENFDLLSLMSYDFHGSWEMNVDLHAKLHPTKGETSGTGIFNTEFAANYWLSKGMPKQKIIIGIPTYGRGWTLRDSSKTTIGAEGISPSSPSTTNPAGGTAAYWEICKYLKEGGKETIDEQGVGACMVQGSQWYGYDNEETIRMKMRWLKEKGYGGAFIWTLDFDDFKGTSCGEGPYPLLSAINHELKGEATATTRSLRTTITQSSTIGSTKFETTTTASEITKNNKIKTTTIAVEPTGESSDIKCPESFGLFRHPNDCHLFIHCAHDHPYVKLCPPNTFFNDKIKVCDHFGECDE. The pIC50 is 5.8. (2) The drug is C[C@H](NC(=O)CCCCCOP(=O)([O-])OP(=O)([O-])OCC1OC(n2ccc(=O)[nH]c2=O)C(O)C1O)C(=O)NC(CCP(=O)([O-])CC(CCCC([NH3+])C(=O)[O-])C(=O)[O-])C(=O)[O-]. The target protein (Q2FZP6) has sequence MDASTLFKKVKVKRVLGSLEQQIDDITTDSRTAREGSIFVASVGYTVDSHKFCQNVADQGCKLVVVNKEQSLPANVTQVVVPDTLRVASILAHTLYDYPSHQLVTFGVTGTNGKTSIATMIHLIQRKLQKNSAYLGTNGFQINETKTKGANTTPETVSLTKKIKEAVDAGAESMTLEVSSHGLVLGRLRGVEFDVAIFSNLTQDHLDFHGTMEAYGHAKSLLFSQLGEDLSKEKYVVLNNDDSFSEYLRTVTPYEVFSYGIDEEAQFMAKNIQESLQGVSFDFVTPFGTYPVKSPYVGKFNISNIMAAMIAVWSKGTSLETIIKAVENLEPVEGRLEVLDPSLPIDLIIDYAHTADGMNKLIDAVQPFVKQKLIFLVGMAGERDLTKTPEMGRVACRADYVIFTPDNPANDDPKMLTAELAKGATHQNYIEFDDRAEGIKHAIDIAEPGDTVVLASKGREPYQIMPGHIKVPHRDDLIGLEAAYKKFGGGPVD. The pIC50 is 6.0.